This data is from Peptide-MHC class I binding affinity with 185,985 pairs from IEDB/IMGT. The task is: Regression. Given a peptide amino acid sequence and an MHC pseudo amino acid sequence, predict their binding affinity value. This is MHC class I binding data. The peptide sequence is KLFKKTDFK. The MHC is HLA-A11:01 with pseudo-sequence HLA-A11:01. The binding affinity (normalized) is 0.798.